Dataset: Full USPTO retrosynthesis dataset with 1.9M reactions from patents (1976-2016). Task: Predict the reactants needed to synthesize the given product. (1) Given the product [Cl:61][C:62]1[CH:63]=[C:64]([N:68]2[C:72]([CH2:73][NH:74][C:14](=[O:16])[CH:13]([C:10]3[CH:11]=[CH:12][C:7]([N:3]4[CH2:4][CH2:5][CH2:6][S:2]4(=[O:1])=[O:19])=[C:8]([F:18])[CH:9]=3)[CH3:17])=[CH:71][C:70]([C:75]([F:76])([F:77])[F:78])=[N:69]2)[CH:65]=[CH:66][CH:67]=1, predict the reactants needed to synthesize it. The reactants are: [O:1]=[S:2]1(=[O:19])[CH2:6][CH2:5][CH2:4][N:3]1[C:7]1[CH:12]=[CH:11][C:10]([CH:13]([CH3:17])[C:14]([OH:16])=O)=[CH:9][C:8]=1[F:18].ON1C2C=CC=CC=2N=N1.F[B-](F)(F)F.N1(OC(N(C)C)=[N+](C)C)C2C=CC=CC=2N=N1.C(N(C(C)C)C(C)C)C.[Cl:61][C:62]1[CH:63]=[C:64]([N:68]2[C:72]([CH2:73][NH2:74])=[CH:71][C:70]([C:75]([F:78])([F:77])[F:76])=[N:69]2)[CH:65]=[CH:66][CH:67]=1. (2) Given the product [CH3:14][C@@H:11]1[CH2:12][CH2:13][N:8]([C:6]([O:5][C:1]([CH3:3])([CH3:4])[CH3:2])=[O:7])[CH2:9][C@@H:10]1[C:15]1[N:19]2[C:20]3[CH:26]=[CH:25][N:24]([S:27]([C:30]4[CH:31]=[CH:32][C:33]([CH3:34])=[CH:35][CH:36]=4)(=[O:28])=[O:29])[C:21]=3[N:22]=[CH:23][C:18]2=[CH:17][N:16]=1, predict the reactants needed to synthesize it. The reactants are: [C:1]([O:5][C:6]([N:8]1[CH2:13][CH2:12][C@@H:11]([CH3:14])[C@@H:10]([C:15](=O)[NH:16][CH2:17][C:18]2[N:19]=[C:20]3[CH:26]=[CH:25][N:24]([S:27]([C:30]4[CH:36]=[CH:35][C:33]([CH3:34])=[CH:32][CH:31]=4)(=[O:29])=[O:28])[C:21]3=[N:22][CH:23]=2)[CH2:9]1)=[O:7])([CH3:4])([CH3:3])[CH3:2].COC1C=CC(P2(SP(C3C=CC(OC)=CC=3)(=S)S2)=S)=CC=1. (3) Given the product [CH2:1]([CH:5]([C:10](=[O:13])[CH2:11][O:15][CH3:14])[C:6]([O:8][CH3:9])=[O:7])[CH2:2][CH2:3][CH3:4], predict the reactants needed to synthesize it. The reactants are: [CH2:1]([CH:5]([C:10](=[O:13])[CH2:11]C)[C:6]([O:8][CH3:9])=[O:7])[CH2:2][CH2:3][CH3:4].[CH3:14][O:15]CC(=O)CC(OC)=O.